This data is from Full USPTO retrosynthesis dataset with 1.9M reactions from patents (1976-2016). The task is: Predict the reactants needed to synthesize the given product. (1) The reactants are: [Cl:1][C:2]1[C:3]([O:12][C:13]2[CH:18]=[C:17]([OH:19])[CH:16]=[CH:15][C:14]=2/[CH:20]=[C:21](\[CH3:27])/[C:22]([O:24][CH2:25][CH3:26])=[O:23])=[N:4][CH:5]=[C:6]([C:8]([F:11])([F:10])[F:9])[CH:7]=1.[CH:28](I)([CH3:30])[CH3:29].C(=O)([O-])[O-].[K+].[K+]. Given the product [Cl:1][C:2]1[C:3]([O:12][C:13]2[CH:18]=[C:17]([O:19][CH:28]([CH3:30])[CH3:29])[CH:16]=[CH:15][C:14]=2/[CH:20]=[C:21](\[CH3:27])/[C:22]([O:24][CH2:25][CH3:26])=[O:23])=[N:4][CH:5]=[C:6]([C:8]([F:9])([F:11])[F:10])[CH:7]=1, predict the reactants needed to synthesize it. (2) The reactants are: NC1N=CC=C2C=1N[C:8](=[O:11])C2.[F:12][C:13]1[N:27]=[CH:26][CH:25]=[CH:24][C:14]=1[C:15]([N:17]([CH:21]([CH3:23])[CH3:22])[CH:18]([CH3:20])[CH3:19])=[O:16]. Given the product [CH:8]([C:24]1[C:14]([C:15]([N:17]([CH:18]([CH3:19])[CH3:20])[CH:21]([CH3:22])[CH3:23])=[O:16])=[C:13]([F:12])[N:27]=[CH:26][CH:25]=1)=[O:11], predict the reactants needed to synthesize it. (3) Given the product [Br:23][C:9]1[O:10][CH:11]=[C:7]([C:1]2[CH:2]=[CH:3][CH:4]=[CH:5][CH:6]=2)[N:8]=1, predict the reactants needed to synthesize it. The reactants are: [C:1]1([C:7]2[N:8]=[CH:9][O:10][CH:11]=2)[CH:6]=[CH:5][CH:4]=[CH:3][CH:2]=1.C([Li])CCC.CCCCCC.[Br:23]Br.[Cl-].[NH4+]. (4) Given the product [CH:21]1([C:19]([C:13]2[CH:14]=[C:15]([CH3:18])[CH:16]=[CH:17][C:12]=2[NH:11][C:9]([NH:8][C:5]2[S:6][CH:7]=[C:3]([CH2:2][N:1]3[C:35](=[O:36])[CH2:34][NH:33][C:31]3=[O:30])[N:4]=2)=[O:10])=[O:20])[CH2:25][CH2:24][CH2:23][CH2:22]1, predict the reactants needed to synthesize it. The reactants are: [NH2:1][CH2:2][C:3]1[N:4]=[C:5]([NH:8][C:9]([NH:11][C:12]2[CH:17]=[CH:16][C:15]([CH3:18])=[CH:14][C:13]=2[C:19]([CH:21]2[CH2:25][CH2:24][CH2:23][CH2:22]2)=[O:20])=[O:10])[S:6][CH:7]=1.CC([O:30][C:31]([NH:33][CH2:34][C:35](O)=[O:36])=O)(C)C. (5) The reactants are: [CH2:1]([O:3][C:4]([CH:6]1[C:15]([CH:16]=O)=[CH:14][C:13]2[C:8](=[C:9]([O:20][CH3:21])[CH:10]=[CH:11][C:12]=2[O:18][CH3:19])[O:7]1)=[O:5])C.[CH3:22][O:23][C:24](=[O:31])[C@@H:25]([NH2:30])[CH2:26][CH:27]([CH3:29])[CH3:28].CCN(C(C)C)C(C)C.C([BH3-])#N.[Na+].C(O)(=O)C. Given the product [CH3:1][O:3][C:4]([CH:6]1[C:15]([CH2:16][NH:30][C@H:25]([C:24]([O:23][CH3:22])=[O:31])[CH2:26][CH:27]([CH3:29])[CH3:28])=[CH:14][C:13]2[C:8](=[C:9]([O:20][CH3:21])[CH:10]=[CH:11][C:12]=2[O:18][CH3:19])[O:7]1)=[O:5], predict the reactants needed to synthesize it. (6) Given the product [C:9]([O:1][CH2:2][C@H:3]1[O:7][C:6](=[O:8])[CH2:5][CH2:4]1)([C:10]1[CH:15]=[CH:14][CH:13]=[CH:12][CH:11]=1)([C:22]1[CH:23]=[CH:24][CH:25]=[CH:26][CH:27]=1)[C:16]1[CH:17]=[CH:18][CH:19]=[CH:20][CH:21]=1, predict the reactants needed to synthesize it. The reactants are: [OH:1][CH2:2][C@H:3]1[O:7][C:6](=[O:8])[CH2:5][CH2:4]1.[C:9](Cl)([C:22]1[CH:27]=[CH:26][CH:25]=[CH:24][CH:23]=1)([C:16]1[CH:21]=[CH:20][CH:19]=[CH:18][CH:17]=1)[C:10]1[CH:15]=[CH:14][CH:13]=[CH:12][CH:11]=1.O. (7) Given the product [Br:31][C:28]1[CH:29]=[CH:30][C:25]([NH:24][C:12]2[C:13]([C:17]([OH:19])=[O:18])=[CH:14][CH:15]=[C:16]3[C:11]=2[CH:10]=[N:9][NH:8]3)=[C:26]([F:32])[CH:27]=1, predict the reactants needed to synthesize it. The reactants are: C(OC([N:8]1[C:16]2[C:11](=[C:12]([NH:24][C:25]3[CH:30]=[CH:29][C:28]([Br:31])=[CH:27][C:26]=3[F:32])[C:13]([C:17]([O:19]C(C)(C)C)=[O:18])=[CH:14][CH:15]=2)[CH:10]=[N:9]1)=O)(C)(C)C.C(O)(C(F)(F)F)=O.